From a dataset of NCI-60 drug combinations with 297,098 pairs across 59 cell lines. Regression. Given two drug SMILES strings and cell line genomic features, predict the synergy score measuring deviation from expected non-interaction effect. (1) Drug 1: CCN(CC)CCNC(=O)C1=C(NC(=C1C)C=C2C3=C(C=CC(=C3)F)NC2=O)C. Drug 2: B(C(CC(C)C)NC(=O)C(CC1=CC=CC=C1)NC(=O)C2=NC=CN=C2)(O)O. Cell line: SF-539. Synergy scores: CSS=37.2, Synergy_ZIP=-1.94, Synergy_Bliss=-0.688, Synergy_Loewe=-21.9, Synergy_HSA=-2.82. (2) Drug 1: CCC1(CC2CC(C3=C(CCN(C2)C1)C4=CC=CC=C4N3)(C5=C(C=C6C(=C5)C78CCN9C7C(C=CC9)(C(C(C8N6C=O)(C(=O)OC)O)OC(=O)C)CC)OC)C(=O)OC)O.OS(=O)(=O)O. Drug 2: CS(=O)(=O)CCNCC1=CC=C(O1)C2=CC3=C(C=C2)N=CN=C3NC4=CC(=C(C=C4)OCC5=CC(=CC=C5)F)Cl. Cell line: SK-MEL-28. Synergy scores: CSS=19.8, Synergy_ZIP=7.27, Synergy_Bliss=11.9, Synergy_Loewe=0.143, Synergy_HSA=9.91. (3) Drug 1: CS(=O)(=O)C1=CC(=C(C=C1)C(=O)NC2=CC(=C(C=C2)Cl)C3=CC=CC=N3)Cl. Drug 2: C1=CC(=CC=C1CC(C(=O)O)N)N(CCCl)CCCl.Cl. Cell line: MOLT-4. Synergy scores: CSS=45.3, Synergy_ZIP=-0.282, Synergy_Bliss=5.28, Synergy_Loewe=-25.2, Synergy_HSA=4.26. (4) Drug 1: CN(C)N=NC1=C(NC=N1)C(=O)N. Drug 2: CC1=C(C=C(C=C1)C(=O)NC2=CC(=CC(=C2)C(F)(F)F)N3C=C(N=C3)C)NC4=NC=CC(=N4)C5=CN=CC=C5. Cell line: MALME-3M. Synergy scores: CSS=-4.64, Synergy_ZIP=1.27, Synergy_Bliss=-2.35, Synergy_Loewe=-7.39, Synergy_HSA=-5.57. (5) Drug 1: COC1=C(C=C2C(=C1)N=CN=C2NC3=CC(=C(C=C3)F)Cl)OCCCN4CCOCC4. Drug 2: C1CCC(C(C1)N)N.C(=O)(C(=O)[O-])[O-].[Pt+4]. Cell line: OVCAR-8. Synergy scores: CSS=29.6, Synergy_ZIP=-12.1, Synergy_Bliss=-7.64, Synergy_Loewe=-4.21, Synergy_HSA=-3.08. (6) Drug 1: C1=CC(=CC=C1CCCC(=O)O)N(CCCl)CCCl. Drug 2: CN(CC1=CN=C2C(=N1)C(=NC(=N2)N)N)C3=CC=C(C=C3)C(=O)NC(CCC(=O)O)C(=O)O. Cell line: HCT116. Synergy scores: CSS=52.8, Synergy_ZIP=-3.19, Synergy_Bliss=-4.36, Synergy_Loewe=-5.41, Synergy_HSA=-0.449. (7) Drug 1: CCC(=C(C1=CC=CC=C1)C2=CC=C(C=C2)OCCN(C)C)C3=CC=CC=C3.C(C(=O)O)C(CC(=O)O)(C(=O)O)O. Drug 2: C(=O)(N)NO. Cell line: ACHN. Synergy scores: CSS=-1.68, Synergy_ZIP=7.89, Synergy_Bliss=5.98, Synergy_Loewe=-0.920, Synergy_HSA=-0.458. (8) Drug 1: C(CN)CNCCSP(=O)(O)O. Drug 2: C1C(C(OC1N2C=NC3=C2NC=NCC3O)CO)O. Cell line: SF-539. Synergy scores: CSS=2.83, Synergy_ZIP=0.0800, Synergy_Bliss=0.564, Synergy_Loewe=-6.81, Synergy_HSA=-1.33. (9) Drug 1: CC(C)NC(=O)C1=CC=C(C=C1)CNNC.Cl. Drug 2: C1C(C(OC1N2C=NC(=NC2=O)N)CO)O. Cell line: ACHN. Synergy scores: CSS=14.1, Synergy_ZIP=-4.27, Synergy_Bliss=2.36, Synergy_Loewe=-8.82, Synergy_HSA=0.360. (10) Drug 1: C1CN1P(=S)(N2CC2)N3CC3. Drug 2: CS(=O)(=O)CCNCC1=CC=C(O1)C2=CC3=C(C=C2)N=CN=C3NC4=CC(=C(C=C4)OCC5=CC(=CC=C5)F)Cl. Cell line: OVCAR3. Synergy scores: CSS=7.02, Synergy_ZIP=-5.01, Synergy_Bliss=-7.48, Synergy_Loewe=-24.0, Synergy_HSA=-6.64.